From a dataset of Full USPTO retrosynthesis dataset with 1.9M reactions from patents (1976-2016). Predict the reactants needed to synthesize the given product. (1) Given the product [Cl:11][C:12]1[CH:17]=[CH:16][C:15]([S:18]([NH:1][C:2]2[CH:6]=[CH:5][S:4][C:3]=2[C:7]([O:9][CH3:10])=[O:8])(=[O:19])=[O:20])=[C:14]([F:22])[CH:13]=1, predict the reactants needed to synthesize it. The reactants are: [NH2:1][C:2]1[CH:6]=[CH:5][S:4][C:3]=1[C:7]([O:9][CH3:10])=[O:8].[Cl:11][C:12]1[CH:17]=[CH:16][C:15]([S:18](Cl)(=[O:20])=[O:19])=[C:14]([F:22])[CH:13]=1.N1C=CC=CC=1. (2) The reactants are: Br[C:2]1[C:3]2[N:4]([N:8]=[C:9]([Cl:11])[N:10]=2)[CH:5]=[CH:6][CH:7]=1.[CH2:12]([O:14][C:15]1[CH:20]=[CH:19][CH:18]=[CH:17][C:16]=1B(O)O)[CH3:13]. Given the product [Cl:11][C:9]1[N:10]=[C:3]2[C:2]([C:16]3[CH:17]=[CH:18][CH:19]=[CH:20][C:15]=3[O:14][CH2:12][CH3:13])=[CH:7][CH:6]=[CH:5][N:4]2[N:8]=1, predict the reactants needed to synthesize it.